Dataset: Reaction yield outcomes from USPTO patents with 853,638 reactions. Task: Predict the reaction yield, written as a fraction of the theoretical maximum amount of product (1.0 means a 100% yield; for example, 0.34 means a 34% yield). (1) The reactants are C[O:2][C:3]1[CH:8]=[CH:7][C:6]([C:9]2[N:10]=[N:11][S:12][CH:13]=2)=[CH:5][CH:4]=1.B(Br)(Br)Br. The catalyst is C(Cl)Cl. The product is [S:12]1[CH:13]=[C:9]([C:6]2[CH:5]=[CH:4][C:3]([OH:2])=[CH:8][CH:7]=2)[N:10]=[N:11]1. The yield is 0.940. (2) The reactants are [Cl:1][C:2]1[CH:3]=[CH:4][C:5]([C:20]([F:23])([F:22])[F:21])=[C:6]([CH:19]=1)[CH2:7][N:8]1[CH2:13][CH2:12][NH:11][C:10]2[N:14]=[CH:15][C:16](I)=[CH:17][C:9]1=2.[CH3:24][N:25]1[CH2:30][CH2:29][N:28]([C:31]2[CH:36]=[CH:35][C:34](B3OC(C)(C)C(C)(C)O3)=[CH:33][N:32]=2)[CH2:27][CH2:26]1. No catalyst specified. The product is [Cl:1][C:2]1[CH:3]=[CH:4][C:5]([C:20]([F:23])([F:22])[F:21])=[C:6]([CH:19]=1)[CH2:7][N:8]1[CH2:13][CH2:12][NH:11][C:10]2[N:14]=[CH:15][C:16]([C:34]3[CH:33]=[N:32][C:31]([N:28]4[CH2:27][CH2:26][N:25]([CH3:24])[CH2:30][CH2:29]4)=[CH:36][CH:35]=3)=[CH:17][C:9]1=2. The yield is 0.280. (3) The yield is 0.480. The reactants are [C:1]1([C@@H:7]2[CH2:11][O:10][C:9](=[O:12])[N:8]2[CH:13]2[CH2:18][CH2:17][NH:16][CH2:15][CH2:14]2)[CH:6]=[CH:5][CH:4]=[CH:3][CH:2]=1.[Br:19][C:20]1[N:25]=[C:24]([CH3:26])[C:23]([CH:27]=O)=[CH:22][CH:21]=1. No catalyst specified. The product is [Br:19][C:20]1[N:25]=[C:24]([CH3:26])[C:23]([CH2:27][N:16]2[CH2:17][CH2:18][CH:13]([N:8]3[C@H:7]([C:1]4[CH:2]=[CH:3][CH:4]=[CH:5][CH:6]=4)[CH2:11][O:10][C:9]3=[O:12])[CH2:14][CH2:15]2)=[CH:22][CH:21]=1. (4) The catalyst is O. The reactants are [Br:1][C:2]1[CH:7]=[CH:6][C:5]([C:8]2([CH3:15])[NH:12]C(=O)N[C:9]2=[O:14])=[CH:4][CH:3]=1.[OH-:16].[Na+].Cl. The yield is 0.650. The product is [NH2:12][C:8]([C:5]1[CH:6]=[CH:7][C:2]([Br:1])=[CH:3][CH:4]=1)([CH3:15])[C:9]([OH:16])=[O:14]. (5) The product is [C:12](=[O:13])([O:10][C:7]1[CH:8]=[CH:9][C:4]([N+:1]([O-:3])=[O:2])=[CH:5][CH:6]=1)[O:14][CH2:15][CH3:16]. The catalyst is ClCCl. The yield is 0.950. The reactants are [N+:1]([C:4]1[CH:9]=[CH:8][C:7]([OH:10])=[CH:6][CH:5]=1)([O-:3])=[O:2].Cl[C:12]([O:14][CH2:15][CH3:16])=[O:13].N1C=CC=CC=1.C(OCC)(=O)C. (6) The reactants are [CH3:1][C:2]1[N:6]([CH2:7][C:8]([N:10]2[CH2:15][CH2:14][CH:13]([C:16]3[CH:17]=[C:18]([CH:22]=[CH:23][CH:24]=3)[C:19](O)=[O:20])[CH2:12][CH2:11]2)=[O:9])[N:5]=[C:4]([C:25]([F:28])([F:27])[F:26])[CH:3]=1.C(N(C(C)C)CC)(C)C.C[NH3+].F[P-](F)(F)(F)(F)F.N1(OC(N(C)C)=[N+](C)C)C2N=CC=CC=2N=N1.F[P-](F)(F)(F)(F)F.[CH3:71][NH:72][C@@H:73]([C:75]1[CH:80]=[CH:79][CH:78]=[CH:77][CH:76]=1)[CH3:74]. The catalyst is CN(C=O)C. The product is [CH3:71][N:72]([C@@H:73]([C:75]1[CH:80]=[CH:79][CH:78]=[CH:77][CH:76]=1)[CH3:74])[C:19](=[O:20])[C:18]1[CH:22]=[CH:23][CH:24]=[C:16]([CH:13]2[CH2:12][CH2:11][N:10]([C:8](=[O:9])[CH2:7][N:6]3[C:2]([CH3:1])=[CH:3][C:4]([C:25]([F:28])([F:27])[F:26])=[N:5]3)[CH2:15][CH2:14]2)[CH:17]=1. The yield is 0.410. (7) The reactants are Cl[C:2]1[CH:3]=[C:4]([NH:10][C:11]2[N:16]=[CH:15][C:14]([N:17]3[C@H:22]4[CH2:23][CH2:24][C@@H:18]3[CH2:19][N:20]([C:25]([O:27][C:28]([CH3:31])([CH3:30])[CH3:29])=[O:26])[CH2:21]4)=[CH:13][CH:12]=2)[C:5](=[O:9])[N:6]([CH3:8])[N:7]=1.[C:32]([O:35][CH2:36][C:37]1[C:42](B2OC(C)(C)C(C)(C)O2)=[CH:41][CH:40]=[CH:39][C:38]=1[N:52]1[N:61]=[CH:60][C:59]2[C:54](=[C:55]([F:66])[CH:56]=[C:57]([C:62]([CH3:65])([CH3:64])[CH3:63])[CH:58]=2)[C:53]1=[O:67])(=[O:34])[CH3:33].CC(C1C=C(C(C)C)C(C2C=CC=CC=2P(C2CCCCC2)C2CCCCC2)=C(C(C)C)C=1)C.P([O-])([O-])([O-])=O.[K+].[K+].[K+]. The catalyst is O1CCOCC1.O.C1C=CC(/C=C/C(/C=C/C2C=CC=CC=2)=O)=CC=1.C1C=CC(/C=C/C(/C=C/C2C=CC=CC=2)=O)=CC=1.[Pd]. The product is [C:32]([O:35][CH2:36][C:37]1[C:38]([N:52]2[N:61]=[CH:60][C:59]3[C:54](=[C:55]([F:66])[CH:56]=[C:57]([C:62]([CH3:64])([CH3:63])[CH3:65])[CH:58]=3)[C:53]2=[O:67])=[CH:39][CH:40]=[CH:41][C:42]=1[C:2]1[CH:3]=[C:4]([NH:10][C:11]2[N:16]=[CH:15][C:14]([N:17]3[CH:22]4[CH2:23][CH2:24][CH:18]3[CH2:19][N:20]([C:25]([O:27][C:28]([CH3:29])([CH3:30])[CH3:31])=[O:26])[CH2:21]4)=[CH:13][CH:12]=2)[C:5](=[O:9])[N:6]([CH3:8])[N:7]=1)(=[O:34])[CH3:33]. The yield is 0.603. (8) The reactants are B.CSC.[C:5]([O:9][C:10]([N:12]([CH2:16][C:17]1[CH:24]=[CH:23][C:20]([C:21]#[N:22])=[CH:19][CH:18]=1)[CH:13]([CH3:15])[CH3:14])=[O:11])([CH3:8])([CH3:7])[CH3:6].OS([O-])(=O)=O.[K+].[OH-].[Na+]. The catalyst is C1COCC1.CO. The product is [C:5]([O:9][C:10]([N:12]([CH2:16][C:17]1[CH:18]=[CH:19][C:20]([CH2:21][NH2:22])=[CH:23][CH:24]=1)[CH:13]([CH3:15])[CH3:14])=[O:11])([CH3:7])([CH3:8])[CH3:6]. The yield is 0.850. (9) The reactants are [F:1][C:2]1[CH:7]=[CH:6][C:5]([C:8]2[N:12]([CH3:13])[N:11]=[CH:10][C:9]=2/[CH:14]=[CH:15]/[C:16]([NH:18][C:19]2[CH:29]=[CH:28][C:22]([C:23]([O:25]CC)=[O:24])=[CH:21][CH:20]=2)=[O:17])=[CH:4][CH:3]=1.[OH-].[Na+].Cl. The catalyst is C(O)C. The product is [F:1][C:2]1[CH:7]=[CH:6][C:5]([C:8]2[N:12]([CH3:13])[N:11]=[CH:10][C:9]=2/[CH:14]=[CH:15]/[C:16]([NH:18][C:19]2[CH:20]=[CH:21][C:22]([C:23]([OH:25])=[O:24])=[CH:28][CH:29]=2)=[O:17])=[CH:4][CH:3]=1. The yield is 0.820. (10) The reactants are Cl.[CH3:2][O:3][C:4](=[O:16])[CH2:5][CH:6]1[CH2:15][CH2:14][C:9]2(OCC[O:10]2)[CH2:8][CH2:7]1. The catalyst is CC(C)=O. The product is [CH3:2][O:3][C:4](=[O:16])[CH2:5][CH:6]1[CH2:15][CH2:14][C:9](=[O:10])[CH2:8][CH2:7]1. The yield is 1.00.